This data is from Full USPTO retrosynthesis dataset with 1.9M reactions from patents (1976-2016). The task is: Predict the reactants needed to synthesize the given product. (1) The reactants are: Br[CH2:2][C:3]1[CH:7]=[N:6][S:5][N:4]=1.[OH:8][C:9]1[CH:14]=[CH:13][C:12]([CH2:15][C:16](=[O:18])[CH3:17])=[CH:11][CH:10]=1. Given the product [S:5]1[N:6]=[CH:7][C:3]([CH2:2][O:8][C:9]2[CH:10]=[CH:11][C:12]([CH2:15][C:16](=[O:18])[CH3:17])=[CH:13][CH:14]=2)=[N:4]1, predict the reactants needed to synthesize it. (2) Given the product [N+:13]([O-:16])([OH:15])=[O:14].[Br:1][C:2]1[CH:3]=[C:4]([NH:5][C:11]([NH2:12])=[NH:10])[CH:6]=[C:7]([CH3:9])[CH:8]=1, predict the reactants needed to synthesize it. The reactants are: [Br:1][C:2]1[CH:3]=[C:4]([CH:6]=[C:7]([CH3:9])[CH:8]=1)[NH2:5].[N:10]#[C:11][NH2:12].[N+:13]([O-:16])([OH:15])=[O:14]. (3) Given the product [NH2:34][C@@H:35]([CH2:36][CH:37]([CH3:39])[CH3:38])[C:40]([NH:22][CH2:21][C@@H:20]([OH:23])[CH2:19][P:10]([CH2:12][CH:13]1[CH2:14][CH2:15][CH2:16][CH2:17][CH2:18]1)(=[O:11])[OH:9])=[O:41], predict the reactants needed to synthesize it. The reactants are: Cl.C([O:9][P:10]([CH2:19][C@H:20]([OH:23])[CH2:21][NH2:22])([CH2:12][CH:13]1[CH2:18][CH2:17][CH2:16][CH2:15][CH2:14]1)=[O:11])C1C=CC=CC=1.C([NH:34][C@H:35]([C:40](O)=[O:41])[CH2:36][CH:37]([CH3:39])[CH3:38])(OCC1C=CC=CC=1)=O. (4) Given the product [CH3:1][C:2]1[CH:7]=[C:6]([CH2:8][CH2:9][NH2:10])[CH:5]=[CH:4][N:3]=1, predict the reactants needed to synthesize it. The reactants are: [CH3:1][C:2]1[CH:7]=[C:6]([CH2:8][CH2:9][N:10]2C(=O)C3C(=CC=CC=3)C2=O)[CH:5]=[CH:4][N:3]=1. (5) Given the product [Cl:13][C:14]1[CH:15]=[C:16]([CH:21]([NH:23][C:28](=[O:29])[C:27]2[CH:31]=[CH:32][CH:33]=[C:25]([F:24])[CH:26]=2)[CH3:22])[CH:17]=[CH:18][C:19]=1[Cl:20], predict the reactants needed to synthesize it. The reactants are: Cl.CN(C)CCCN=C=NCC.[Cl:13][C:14]1[CH:15]=[C:16]([CH:21]([NH2:23])[CH3:22])[CH:17]=[CH:18][C:19]=1[Cl:20].[F:24][C:25]1[CH:26]=[C:27]([CH:31]=[CH:32][CH:33]=1)[C:28](O)=[O:29]. (6) Given the product [Cl:8][C:9]1[CH:10]=[CH:11][C:12]([C:15]2[N:19]([C:20]3[CH:25]=[CH:24][C:23]([Cl:26])=[CH:22][C:21]=3[Cl:27])[N:18]=[C:17]([C:28](=[NH:31])[NH:29][O:30][C:39]([CH:33]3[CH2:38][CH2:37][CH2:36][CH2:35][CH2:34]3)=[O:40])[C:16]=2[CH3:32])=[CH:13][CH:14]=1, predict the reactants needed to synthesize it. The reactants are: CN1CCOCC1.[Cl:8][C:9]1[CH:14]=[CH:13][C:12]([C:15]2[N:19]([C:20]3[CH:25]=[CH:24][C:23]([Cl:26])=[CH:22][C:21]=3[Cl:27])[N:18]=[C:17]([C:28](=[NH:31])[NH:29][OH:30])[C:16]=2[CH3:32])=[CH:11][CH:10]=1.[CH:33]1([C:39](O)=[O:40])[CH2:38][CH2:37][CH2:36][CH2:35][CH2:34]1.C1C=CC2N(O)N=NC=2C=1.CCN=C=NCCCN(C)C. (7) Given the product [CH3:7][C:6]1[C:2]2[N:1]=[CH:12][NH:14][C:8](=[O:10])[C:3]=2[S:4][CH:5]=1, predict the reactants needed to synthesize it. The reactants are: [NH2:1][C:2]1[C:6]([CH3:7])=[CH:5][S:4][C:3]=1[C:8]([O:10]C)=O.[CH:12]([NH2:14])=O.